From a dataset of Reaction yield outcomes from USPTO patents with 853,638 reactions. Predict the reaction yield, written as a fraction of the theoretical maximum amount of product (1.0 means a 100% yield; for example, 0.34 means a 34% yield). (1) The reactants are [C:1]([C:5]1[CH:10]=[CH:9][C:8]([N+:11]([O-:13])=[O:12])=[CH:7][CH:6]=1)([CH3:4])([CH3:3])[CH3:2].[Br:14]Br.S([O-])(O)=O.[Na+]. The catalyst is S(=O)(=O)(O)O.S([O-])([O-])(=O)=O.[Ag+2]. The product is [Br:14][C:10]1[CH:9]=[C:8]([N+:11]([O-:13])=[O:12])[CH:7]=[CH:6][C:5]=1[C:1]([CH3:4])([CH3:2])[CH3:3]. The yield is 0.980. (2) The reactants are [NH2:1][C:2]1[N:7]=[CH:6][N:5]=[C:4]2[N:8]([CH2:12][C@H:13]3[CH2:17][CH2:16][CH2:15][N:14]3[C:18]([O:20][C:21]([CH3:24])([CH3:23])[CH3:22])=[O:19])[N:9]=[C:10](I)[C:3]=12.[F:25][C:26]1[CH:31]=[C:30]([O:32][C:33]2[CH:38]=[CH:37][CH:36]=[CH:35][CH:34]=2)[CH:29]=[CH:28][C:27]=1B(O)O.O1CCOCC1.C(=O)([O-])[O-].[Na+].[Na+]. The catalyst is [Pd].C1(P(C2C=CC=CC=2)C2C=CC=CC=2)C=CC=CC=1.C1(P(C2C=CC=CC=2)C2C=CC=CC=2)C=CC=CC=1.C1(P(C2C=CC=CC=2)C2C=CC=CC=2)C=CC=CC=1.C1(P(C2C=CC=CC=2)C2C=CC=CC=2)C=CC=CC=1.O. The product is [NH2:1][C:2]1[N:7]=[CH:6][N:5]=[C:4]2[N:8]([CH2:12][C@H:13]3[CH2:17][CH2:16][CH2:15][N:14]3[C:18]([O:20][C:21]([CH3:24])([CH3:23])[CH3:22])=[O:19])[N:9]=[C:10]([C:27]3[CH:28]=[CH:29][C:30]([O:32][C:33]4[CH:38]=[CH:37][CH:36]=[CH:35][CH:34]=4)=[CH:31][C:26]=3[F:25])[C:3]=12. The yield is 0.800. (3) The reactants are [Cl:1][C:2]1[CH:3]=[C:4]([S:8]([CH:11]2[CH2:16][CH2:15][NH:14][CH2:13][CH2:12]2)(=[O:10])=[O:9])[CH:5]=[CH:6][CH:7]=1.Cl[C:18]1[C:23]([N+:24]([O-:26])=[O:25])=[CH:22][CH:21]=[CH:20][N:19]=1.CCN(C(C)C)C(C)C. The catalyst is O1CCOCC1. The product is [Cl:1][C:2]1[CH:3]=[C:4]([S:8]([CH:11]2[CH2:16][CH2:15][N:14]([C:18]3[C:23]([N+:24]([O-:26])=[O:25])=[CH:22][CH:21]=[CH:20][N:19]=3)[CH2:13][CH2:12]2)(=[O:10])=[O:9])[CH:5]=[CH:6][CH:7]=1. The yield is 0.810. (4) The reactants are [C:1]1([NH:7][C:8](=[O:14])[O:9][C:10]([CH3:13])([CH3:12])[CH3:11])[CH:6]=[CH:5][CH:4]=[CH:3][CH:2]=1.[Li:15]CCCC. The catalyst is CCCCC. The product is [Li:15][N:7]([C:1]1[CH:6]=[CH:5][CH:4]=[CH:3][CH:2]=1)[C:8]([O:9][C:10]([CH3:11])([CH3:13])[CH3:12])=[O:14]. The yield is 0.774. (5) The reactants are C(=O)([O-])[O-].[K+].[K+].[CH2:7](Br)[C:8]1[CH:13]=[CH:12][CH:11]=[CH:10][CH:9]=1.[CH:15]1([C:22]([OH:24])=[O:23])[CH2:18][CH:17]([C:19]([OH:21])=[O:20])[CH2:16]1.O. The catalyst is CN(C=O)C. The product is [C@H:15]1([C:22]([O:24][CH2:7][C:8]2[CH:13]=[CH:12][CH:11]=[CH:10][CH:9]=2)=[O:23])[CH2:18][C@@H:17]([C:19]([O:21][CH2:7][C:8]2[CH:13]=[CH:12][CH:11]=[CH:10][CH:9]=2)=[O:20])[CH2:16]1.[C@H:15]1([C:22]([O:24][CH2:7][C:8]2[CH:13]=[CH:12][CH:11]=[CH:10][CH:9]=2)=[O:23])[CH2:18][C@H:17]([C:19]([O:21][CH2:7][C:8]2[CH:13]=[CH:12][CH:11]=[CH:10][CH:9]=2)=[O:20])[CH2:16]1. The yield is 0.236.